This data is from Forward reaction prediction with 1.9M reactions from USPTO patents (1976-2016). The task is: Predict the product of the given reaction. (1) Given the reactants Cl.[CH2:2]([NH:4][C:5]([N:7]1[CH2:11][C:10]([CH3:13])([CH3:12])[CH:9]=[N:8]1)=[NH:6])[CH3:3].CCN(C(C)C)C(C)C.[Cl:23][C:24]1[CH:25]=[C:26]([S:30](Cl)(=[O:32])=[O:31])[CH:27]=[CH:28][CH:29]=1, predict the reaction product. The product is: [Cl:23][C:24]1[CH:25]=[C:26]([S:30]([N:6]=[C:5]([N:7]2[CH2:11][C:10]([CH3:12])([CH3:13])[CH:9]=[N:8]2)[NH:4][CH2:2][CH3:3])(=[O:32])=[O:31])[CH:27]=[CH:28][CH:29]=1. (2) Given the reactants [C-:1]#[N:2].[Na+].[C:4]([O:8][C:9]([N:11]1[CH2:15][CH:14]=[CH:13][C@H:12]1[CH2:16]OS(C)(=O)=O)=[O:10])([CH3:7])([CH3:6])[CH3:5].ClCCl.O, predict the reaction product. The product is: [C:4]([O:8][C:9]([N:11]1[CH2:15][CH:14]=[CH:13][C@@H:12]1[CH2:16][C:1]#[N:2])=[O:10])([CH3:7])([CH3:6])[CH3:5].